This data is from Full USPTO retrosynthesis dataset with 1.9M reactions from patents (1976-2016). The task is: Predict the reactants needed to synthesize the given product. (1) Given the product [C:13]([O:10][C:8](=[O:9])[NH:19][C:20]1[CH2:25][O:24][CH2:23][C@:22]([C:27]2[CH:28]=[CH:29][CH:30]=[C:31]([NH:33][C:34]([C:36]3[CH:41]=[CH:40][C:39]([Br:42])=[CH:38][N:37]=3)=[O:35])[N:32]=2)([CH3:26])[N:21]=1)([CH3:15])([CH3:14])[CH3:12], predict the reactants needed to synthesize it. The reactants are: BrC1C=CC([C:8]([OH:10])=[O:9])=NC=1.Cl[C:12](N(C)C)=[C:13]([CH3:15])[CH3:14].[NH2:19][C:20]1[CH2:25][O:24][CH2:23][C@:22]([C:27]2[N:32]=[C:31]([NH:33][C:34]([C:36]3[CH:41]=[CH:40][C:39]([Br:42])=[CH:38][N:37]=3)=[O:35])[CH:30]=[CH:29][CH:28]=2)([CH3:26])[N:21]=1.CCN(CC)CC. (2) Given the product [CH3:1][O:2][C:3]1[C:4]([CH2:12][N:13]([CH3:14])[CH3:15])=[C:5]2[C:9](=[CH:10][CH:11]=1)[N:8]([S:29]([C:24]1[CH:25]=[CH:26][CH:27]=[CH:28][C:23]=1[C:22]([F:21])([F:33])[F:34])(=[O:31])=[O:30])[CH:7]=[CH:6]2, predict the reactants needed to synthesize it. The reactants are: [CH3:1][O:2][C:3]1[C:4]([CH2:12][N:13]([CH3:15])[CH3:14])=[C:5]2[C:9](=[CH:10][CH:11]=1)[NH:8][CH:7]=[CH:6]2.CN(C=O)C.[F:21][C:22]([F:34])([F:33])[C:23]1[CH:28]=[CH:27][CH:26]=[CH:25][C:24]=1[S:29](Cl)(=[O:31])=[O:30]. (3) Given the product [CH2:32]([C:33]1[NH:35][C:4](=[O:5])[C:6]2[CH:10]=[C:9]([C:11]3[CH:16]=[CH:15][N:14]=[C:13](/[CH:17]=[CH:18]/[C:19]4[CH:24]=[CH:23][CH:22]=[CH:36][CH:20]=4)[CH:12]=3)[NH:8][C:7]=2[N:25]=1)[C:26]1[CH:31]=[CH:30][CH:29]=[CH:28][CH:27]=1, predict the reactants needed to synthesize it. The reactants are: C(O[C:4]([C:6]1[CH:10]=[C:9]([C:11]2[CH:16]=[CH:15][N:14]=[C:13](/[CH:17]=[CH:18]/[C:19]3[CH:20]=N[CH:22]=[CH:23][CH:24]=3)[CH:12]=2)[NH:8][C:7]=1[NH2:25])=[O:5])C.[C:26]1([CH2:32][C:33]([NH2:35])=N)[CH:31]=[CH:30][CH:29]=[CH:28][CH:27]=1.[C:36]([O-])([O-])=O.[K+].[K+]. (4) The reactants are: [OH:1][C:2]1[C:9]([O:10][C:11]([F:14])([F:13])[F:12])=[CH:8][CH:7]=[CH:6][C:3]=1[CH:4]=[O:5].C([O-])([O-])=O.[K+].[K+].Br[CH2:22][CH2:23][CH3:24]. Given the product [CH2:22]([O:1][C:2]1[C:9]([O:10][C:11]([F:12])([F:13])[F:14])=[CH:8][CH:7]=[CH:6][C:3]=1[CH:4]=[O:5])[CH2:23][CH3:24], predict the reactants needed to synthesize it. (5) Given the product [F:43][CH:2]([F:1])[O:3][C:4]1[CH:5]=[C:6]([NH:10][C:11]2[C:16]([C:17]3[N:22]=[C:21]([CH3:23])[N:20]=[C:19]([NH2:24])[N:18]=3)=[CH:15][CH:14]=[CH:13][N:12]=2)[CH:7]=[CH:8][CH:9]=1, predict the reactants needed to synthesize it. The reactants are: [F:1][CH:2]([F:43])[O:3][C:4]1[CH:5]=[C:6]([NH:10][C:11]2[C:16]([C:17]3[N:22]=[C:21]([CH3:23])[N:20]=[C:19]([N:24](CC4C=CC(OC)=CC=4)CC4C=CC(OC)=CC=4)[N:18]=3)=[CH:15][CH:14]=[CH:13][N:12]=2)[CH:7]=[CH:8][CH:9]=1. (6) Given the product [C:7]([CH:9]=[CH:18][CH:20]1[CH2:25][CH2:24][CH2:23][CH:22]([NH:26][C:27](=[O:33])[O:28][C:29]([CH3:32])([CH3:31])[CH3:30])[CH2:21]1)#[N:8], predict the reactants needed to synthesize it. The reactants are: CC(C)([O-])C.[K+].[C:7]([CH2:9]P(=O)(OCC)OCC)#[N:8].[CH:18]([CH:20]1[CH2:25][CH2:24][CH2:23][CH:22]([NH:26][C:27](=[O:33])[O:28][C:29]([CH3:32])([CH3:31])[CH3:30])[CH2:21]1)=O.